Dataset: Peptide-MHC class I binding affinity with 185,985 pairs from IEDB/IMGT. Task: Regression. Given a peptide amino acid sequence and an MHC pseudo amino acid sequence, predict their binding affinity value. This is MHC class I binding data. (1) The peptide sequence is RRQDILDLWI. The MHC is HLA-B27:05 with pseudo-sequence HLA-B27:05. The binding affinity (normalized) is 0.639. (2) The peptide sequence is TPQDNQLIYV. The MHC is HLA-B07:02 with pseudo-sequence HLA-B07:02. The binding affinity (normalized) is 0.172.